Dataset: NCI-60 drug combinations with 297,098 pairs across 59 cell lines. Task: Regression. Given two drug SMILES strings and cell line genomic features, predict the synergy score measuring deviation from expected non-interaction effect. (1) Drug 1: CCCCC(=O)OCC(=O)C1(CC(C2=C(C1)C(=C3C(=C2O)C(=O)C4=C(C3=O)C=CC=C4OC)O)OC5CC(C(C(O5)C)O)NC(=O)C(F)(F)F)O. Drug 2: C1CN1C2=NC(=NC(=N2)N3CC3)N4CC4. Cell line: SF-295. Synergy scores: CSS=47.5, Synergy_ZIP=6.18, Synergy_Bliss=8.13, Synergy_Loewe=-7.64, Synergy_HSA=0.990. (2) Drug 1: CC1CCC2CC(C(=CC=CC=CC(CC(C(=O)C(C(C(=CC(C(=O)CC(OC(=O)C3CCCCN3C(=O)C(=O)C1(O2)O)C(C)CC4CCC(C(C4)OC)O)C)C)O)OC)C)C)C)OC. Drug 2: COCCOC1=C(C=C2C(=C1)C(=NC=N2)NC3=CC=CC(=C3)C#C)OCCOC.Cl. Cell line: SNB-19. Synergy scores: CSS=22.8, Synergy_ZIP=-2.96, Synergy_Bliss=4.22, Synergy_Loewe=-0.729, Synergy_HSA=4.21. (3) Drug 1: CC1=C(N=C(N=C1N)C(CC(=O)N)NCC(C(=O)N)N)C(=O)NC(C(C2=CN=CN2)OC3C(C(C(C(O3)CO)O)O)OC4C(C(C(C(O4)CO)O)OC(=O)N)O)C(=O)NC(C)C(C(C)C(=O)NC(C(C)O)C(=O)NCCC5=NC(=CS5)C6=NC(=CS6)C(=O)NCCC[S+](C)C)O. Drug 2: CN(CC1=CN=C2C(=N1)C(=NC(=N2)N)N)C3=CC=C(C=C3)C(=O)NC(CCC(=O)O)C(=O)O. Cell line: K-562. Synergy scores: CSS=76.9, Synergy_ZIP=3.01, Synergy_Bliss=4.51, Synergy_Loewe=-16.6, Synergy_HSA=1.19. (4) Drug 1: CC12CCC(CC1=CCC3C2CCC4(C3CC=C4C5=CN=CC=C5)C)O. Drug 2: C1=NC2=C(N=C(N=C2N1C3C(C(C(O3)CO)O)O)F)N. Cell line: OVCAR-4. Synergy scores: CSS=7.92, Synergy_ZIP=-3.01, Synergy_Bliss=0.0908, Synergy_Loewe=-4.03, Synergy_HSA=-0.708. (5) Synergy scores: CSS=17.9, Synergy_ZIP=-7.15, Synergy_Bliss=-3.86, Synergy_Loewe=-6.39, Synergy_HSA=0.745. Cell line: KM12. Drug 1: CS(=O)(=O)C1=CC(=C(C=C1)C(=O)NC2=CC(=C(C=C2)Cl)C3=CC=CC=N3)Cl. Drug 2: C1=CN(C=N1)CC(O)(P(=O)(O)O)P(=O)(O)O. (6) Drug 1: C1=CC(=CC=C1CC(C(=O)O)N)N(CCCl)CCCl.Cl. Drug 2: CN1C(=O)N2C=NC(=C2N=N1)C(=O)N. Cell line: HL-60(TB). Synergy scores: CSS=32.0, Synergy_ZIP=7.27, Synergy_Bliss=10.7, Synergy_Loewe=-37.6, Synergy_HSA=6.13. (7) Drug 1: CCN(CC)CCNC(=O)C1=C(NC(=C1C)C=C2C3=C(C=CC(=C3)F)NC2=O)C. Drug 2: CCC1(C2=C(COC1=O)C(=O)N3CC4=CC5=C(C=CC(=C5CN(C)C)O)N=C4C3=C2)O.Cl. Cell line: SK-OV-3. Synergy scores: CSS=24.6, Synergy_ZIP=-4.93, Synergy_Bliss=1.91, Synergy_Loewe=-11.7, Synergy_HSA=-2.62.